Predict the reaction yield, written as a fraction of the theoretical maximum amount of product (1.0 means a 100% yield; for example, 0.34 means a 34% yield). From a dataset of Reaction yield outcomes from USPTO patents with 853,638 reactions. (1) The reactants are [I:1][C:2]1[CH:8]=[C:7]([N+:9]([O-:11])=[O:10])[CH:6]=[CH:5][C:3]=1[NH2:4].[H-].[Na+].[C:14]([O:18][C:19](O[C:19]([O:18][C:14]([CH3:17])([CH3:16])[CH3:15])=[O:20])=[O:20])([CH3:17])([CH3:16])[CH3:15]. The catalyst is C1COCC1.O.C(OCC)(=O)C. The product is [I:1][C:2]1[CH:8]=[C:7]([N+:9]([O-:11])=[O:10])[CH:6]=[CH:5][C:3]=1[NH:4][C:19](=[O:20])[O:18][C:14]([CH3:17])([CH3:16])[CH3:15]. The yield is 0.620. (2) The reactants are [CH3:1][O:2][C:3](=[O:16])[CH2:4][CH2:5][CH:6]([O:8][C:9]1[CH:14]=[CH:13][C:12](Br)=[CH:11][N:10]=1)[CH3:7].[B:17]1([B:17]2[O:21][C:20]([CH3:23])([CH3:22])[C:19]([CH3:25])([CH3:24])[O:18]2)[O:21][C:20]([CH3:23])([CH3:22])[C:19]([CH3:25])([CH3:24])[O:18]1.[C:35]([O-])(=O)C.[K+].N#N. The yield is 0.650. The product is [CH3:1][O:2][C:3](=[O:16])[CH:4]([CH3:35])[CH2:5][CH:6]([O:8][C:9]1[CH:14]=[CH:13][C:12]([B:17]2[O:21][C:20]([CH3:23])([CH3:22])[C:19]([CH3:25])([CH3:24])[O:18]2)=[CH:11][N:10]=1)[CH3:7]. The catalyst is O1CCOCC1.C1C=CC(P(C2C=CC=CC=2)[C-]2C=CC=C2)=CC=1.C1C=CC(P(C2C=CC=CC=2)[C-]2C=CC=C2)=CC=1.Cl[Pd]Cl.[Fe+2].C(Cl)Cl. (3) The reactants are [CH3:1][O:2][C:3]([C:5]1([C:11]2[CH:16]=[CH:15][C:14]([NH2:17])=[C:13]([C:18]3[CH2:23][CH2:22][CH2:21][CH2:20][CH:19]=3)[CH:12]=2)[CH2:10][CH2:9][O:8][CH2:7][CH2:6]1)=[O:4].[K+].[C:25]([C:27]1[N:28]=[C:29]([C:40]([O-])=[O:41])[N:30]([CH2:32][O:33][CH2:34][CH2:35][Si:36]([CH3:39])([CH3:38])[CH3:37])[CH:31]=1)#[N:26]. The catalyst is CCOC(C)=O.CCCCCC. The product is [CH3:1][O:2][C:3]([C:5]1([C:11]2[CH:16]=[CH:15][C:14]([NH:17][C:40]([C:29]3[N:30]([CH2:32][O:33][CH2:34][CH2:35][Si:36]([CH3:39])([CH3:38])[CH3:37])[CH:31]=[C:27]([C:25]#[N:26])[N:28]=3)=[O:41])=[C:13]([C:18]3[CH2:23][CH2:22][CH2:21][CH2:20][CH:19]=3)[CH:12]=2)[CH2:6][CH2:7][O:8][CH2:9][CH2:10]1)=[O:4]. The yield is 0.780. (4) The product is [CH3:14][O:13][C:11]([CH:6]1[CH2:7][CH:8]([OH:10])[CH:9]=[C:5]1[C:3]([O:2][CH3:1])=[O:4])=[O:12]. The catalyst is CO. The yield is 0.920. The reactants are [CH3:1][O:2][C:3]([CH:5]1[CH2:9][C:8](=[O:10])[CH:7]=[C:6]1[C:11]([O:13][CH3:14])=[O:12])=[O:4].[BH4-].[Na+]. (5) The reactants are [Cl:1][C:2]1[CH:7]=[C:6]([Cl:8])[CH:5]=[CH:4][C:3]=1[C:9]1[N:10]=[C:11](/[CH:14]=[CH:15]/[C:16]2[CH:21]=[CH:20][C:19]([C:22]3[CH:27]=[CH:26][C:25]([O:28][CH3:29])=[CH:24][CH:23]=3)=[CH:18][CH:17]=2)[NH:12][CH:13]=1.Br[CH2:31][CH2:32][CH2:33][C:34]([O:36]C)=[O:35]. No catalyst specified. The product is [C:34]([CH2:33][CH2:32][CH2:29][O:28][C:25]1[CH:24]=[CH:23][C:22]([C:19]2[CH:20]=[CH:21][C:16](/[CH:15]=[CH:14]/[C:11]3[N:12]([CH2:31][CH2:32][CH2:33][C:34]([OH:36])=[O:35])[CH:13]=[C:9]([C:3]4[CH:4]=[CH:5][C:6]([Cl:8])=[CH:7][C:2]=4[Cl:1])[N:10]=3)=[CH:17][CH:18]=2)=[CH:27][CH:26]=1)([OH:36])=[O:35]. The yield is 0.270.